Task: Predict the reactants needed to synthesize the given product.. Dataset: Full USPTO retrosynthesis dataset with 1.9M reactions from patents (1976-2016) (1) Given the product [C:36]([O:35][CH2:34][C@@H:32]1[CH2:31][O:30][C:29](=[O:28])[N:33]1[C:24]1[CH:25]=[CH:26][C:21]([C:19]([N:16]2[CH2:17][CH2:18][N:13]([C:5]3[C:4]([CH:1]4[CH2:3][CH2:2]4)=[CH:9][C:8]([CH:10]4[CH2:11][CH2:12]4)=[CH:7][N:6]=3)[CH2:14][CH2:15]2)=[O:20])=[CH:22][CH:23]=1)(=[O:43])[C:37]1[CH:38]=[CH:39][CH:40]=[CH:41][CH:42]=1, predict the reactants needed to synthesize it. The reactants are: [CH:1]1([C:4]2[C:5]([N:13]3[CH2:18][CH2:17][N:16]([C:19]([C:21]4[CH:26]=[CH:25][C:24](I)=[CH:23][CH:22]=4)=[O:20])[CH2:15][CH2:14]3)=[N:6][CH:7]=[C:8]([CH:10]3[CH2:12][CH2:11]3)[CH:9]=2)[CH2:3][CH2:2]1.[O:28]=[C:29]1[NH:33][C@H:32]([CH2:34][O:35][C:36](=[O:43])[C:37]2[CH:42]=[CH:41][CH:40]=[CH:39][CH:38]=2)[CH2:31][O:30]1. (2) Given the product [Cl:36][C:33]1[CH:34]=[CH:35][C:26]([O:25][CH2:24][CH2:23][CH2:22][NH:21][S:16]([CH3:19])(=[O:18])=[O:17])=[C:27]([CH:32]=1)[C:28]([O:30][CH3:31])=[O:29], predict the reactants needed to synthesize it. The reactants are: ClC1C=CC(OCCN[S:16]([CH3:19])(=[O:18])=[O:17])=C(C=1)C(OC)=O.Cl.[NH2:21][CH2:22][CH2:23][CH2:24][O:25][C:26]1[CH:35]=[CH:34][C:33]([Cl:36])=[CH:32][C:27]=1[C:28]([O:30][CH3:31])=[O:29]. (3) The reactants are: [K].Br[C:3]1[CH:11]=[CH:10][C:9]([O:12][CH3:13])=[CH:8][C:4]=1[C:5]([OH:7])=[O:6].[CH3:14][C:15]1[CH:21]=[CH:20][C:19]([N+:22]([O-:24])=[O:23])=[CH:18][C:16]=1[NH2:17].[OH-].[K+]. Given the product [CH3:14][C:15]1[CH:21]=[CH:20][C:19]([N+:22]([O-:24])=[O:23])=[CH:18][C:16]=1[NH:17][C:3]1[C:4](=[CH:8][C:9]([O:12][CH3:13])=[CH:10][CH:11]=1)[C:5]([OH:7])=[O:6], predict the reactants needed to synthesize it. (4) The reactants are: [Br:1][C:2]1[C:3]([C:8]([N:10]2[CH2:15][CH2:14][N:13]([CH2:16][C:17]([C:19]3[CH:24]=[CH:23][C:22]([F:25])=[CH:21][CH:20]=3)=O)[CH2:12][CH2:11]2)=[O:9])=[N:4][N:5]([CH3:7])[CH:6]=1.Cl.[O:27]([NH2:29])[CH3:28]. Given the product [CH3:28][O:27][N:29]=[C:17]([C:19]1[CH:24]=[CH:23][C:22]([F:25])=[CH:21][CH:20]=1)[CH2:16][N:13]1[CH2:14][CH2:15][N:10]([C:8]([C:3]2[C:2]([Br:1])=[CH:6][N:5]([CH3:7])[N:4]=2)=[O:9])[CH2:11][CH2:12]1, predict the reactants needed to synthesize it.